This data is from NCI-60 drug combinations with 297,098 pairs across 59 cell lines. The task is: Regression. Given two drug SMILES strings and cell line genomic features, predict the synergy score measuring deviation from expected non-interaction effect. (1) Drug 1: C1=CC(=CC=C1CC(C(=O)O)N)N(CCCl)CCCl.Cl. Drug 2: C#CCC(CC1=CN=C2C(=N1)C(=NC(=N2)N)N)C3=CC=C(C=C3)C(=O)NC(CCC(=O)O)C(=O)O. Cell line: U251. Synergy scores: CSS=20.3, Synergy_ZIP=-7.84, Synergy_Bliss=-6.19, Synergy_Loewe=-8.93, Synergy_HSA=-5.98. (2) Drug 2: CNC(=O)C1=NC=CC(=C1)OC2=CC=C(C=C2)NC(=O)NC3=CC(=C(C=C3)Cl)C(F)(F)F. Cell line: SK-MEL-28. Drug 1: COC1=CC(=CC(=C1O)OC)C2C3C(COC3=O)C(C4=CC5=C(C=C24)OCO5)OC6C(C(C7C(O6)COC(O7)C8=CC=CS8)O)O. Synergy scores: CSS=20.1, Synergy_ZIP=-8.94, Synergy_Bliss=-0.491, Synergy_Loewe=-6.64, Synergy_HSA=-0.0464. (3) Drug 1: C1CC(C1)(C(=O)O)C(=O)O.[NH2-].[NH2-].[Pt+2]. Drug 2: CCC1(C2=C(COC1=O)C(=O)N3CC4=CC5=C(C=CC(=C5CN(C)C)O)N=C4C3=C2)O.Cl. Cell line: 786-0. Synergy scores: CSS=43.8, Synergy_ZIP=1.35, Synergy_Bliss=2.56, Synergy_Loewe=-0.864, Synergy_HSA=-0.538. (4) Drug 1: C1=C(C(=O)NC(=O)N1)N(CCCl)CCCl. Synergy scores: CSS=29.7, Synergy_ZIP=10.7, Synergy_Bliss=12.5, Synergy_Loewe=-8.28, Synergy_HSA=8.82. Cell line: SF-268. Drug 2: COC1=NC(=NC2=C1N=CN2C3C(C(C(O3)CO)O)O)N.